Dataset: Reaction yield outcomes from USPTO patents with 853,638 reactions. Task: Predict the reaction yield, written as a fraction of the theoretical maximum amount of product (1.0 means a 100% yield; for example, 0.34 means a 34% yield). (1) The reactants are [CH2:1]([O:4][C:5]1([CH3:18])[CH2:10][CH2:9][N:8](C(OC(C)(C)C)=O)[CH2:7][CH2:6]1)[CH:2]=[CH2:3].[ClH:19].O1CCOCC1. No catalyst specified. The product is [ClH:19].[CH2:1]([O:4][C:5]1([CH3:18])[CH2:6][CH2:7][NH:8][CH2:9][CH2:10]1)[CH:2]=[CH2:3]. The yield is 0.950. (2) The reactants are [C:1]([O:5][C:6]([NH:8][CH:9]([C:13]([O:16][CH3:17])([CH3:15])[CH3:14])[C:10]([OH:12])=[O:11])=[O:7])(C)(C)C.Cl.[OH-].[Na+].ClC(OC)=O. The catalyst is O1CCOCC1. The product is [CH3:17][O:16][C:13]([CH3:15])([CH3:14])[CH:9]([NH:8][C:6]([O:5][CH3:1])=[O:7])[C:10]([OH:12])=[O:11]. The yield is 0.650. (3) The reactants are [Br:1][CH2:2][C:3]1[CH:8]=[CH:7][C:6]([C:9]([OH:11])=[O:10])=[CH:5][CH:4]=1.[N+:12]([O-])([OH:14])=[O:13]. No catalyst specified. The product is [N+:12]([C:4]1[CH:5]=[C:6]([C:9]([OH:11])=[O:10])[CH:7]=[CH:8][C:3]=1[CH2:2][Br:1])([O-:14])=[O:13]. The yield is 0.850. (4) The reactants are Cl[C:2]1[N:7]=[CH:6][C:5]([NH:8][C:9]([CH:11]2[CH2:16][CH2:15][N:14]([C:17]([C:19]3[CH:24]=[CH:23][C:22]([C:25]([F:28])([F:27])[F:26])=[CH:21][CH:20]=3)=[O:18])[CH2:13][CH2:12]2)=[O:10])=[CH:4][CH:3]=1.[NH:29]1[CH2:34][CH2:33][O:32][CH2:31][CH2:30]1. The product is [N:29]1([C:2]2[N:7]=[CH:6][C:5]([NH:8][C:9]([CH:11]3[CH2:16][CH2:15][N:14]([C:17]([C:19]4[CH:24]=[CH:23][C:22]([C:25]([F:28])([F:27])[F:26])=[CH:21][CH:20]=4)=[O:18])[CH2:13][CH2:12]3)=[O:10])=[CH:4][CH:3]=2)[CH2:34][CH2:33][O:32][CH2:31][CH2:30]1. No catalyst specified. The yield is 0.830.